This data is from Forward reaction prediction with 1.9M reactions from USPTO patents (1976-2016). The task is: Predict the product of the given reaction. (1) Given the reactants Cl[C:2]1[C:7]([C:8]([NH2:10])=[O:9])=[CH:6][N:5]=[C:4](Cl)[CH:3]=1.[O:12]([C:19]1[CH:24]=[CH:23][C:22]([OH:25])=[CH:21][CH:20]=1)[C:13]1[CH:18]=[CH:17][CH:16]=[CH:15][CH:14]=1.C(O[C:31](=[O:38])[NH:32][C@H:33]1[CH2:37][CH2:36][NH:35][CH2:34]1)(C)(C)C.[C:39](O)(=O)[CH:40]=C, predict the reaction product. The product is: [C:31]([NH:32][C@H:33]1[CH2:37][CH2:36][N:35]([C:4]2[CH:3]=[C:2]([O:25][C:22]3[CH:21]=[CH:20][C:19]([O:12][C:13]4[CH:18]=[CH:17][CH:16]=[CH:15][CH:14]=4)=[CH:24][CH:23]=3)[C:7]([C:8]([NH2:10])=[O:9])=[CH:6][N:5]=2)[CH2:34]1)(=[O:38])[CH:39]=[CH2:40]. (2) Given the reactants [F:1][C:2]([F:14])([F:13])[C:3]1[C:4]([NH2:12])=[C:5]([CH:9]=[CH:10][CH:11]=1)[C:6]([OH:8])=[O:7].[C:15](OC(=O)C)(=O)[CH3:16], predict the reaction product. The product is: [CH3:15][C:16]1[O:7][C:6](=[O:8])[C:5]2[CH:9]=[CH:10][CH:11]=[C:3]([C:2]([F:13])([F:14])[F:1])[C:4]=2[N:12]=1. (3) Given the reactants [H-].[H-].[H-].[H-].[Li+].[Al+3].[CH3:7][C:8]1([CH3:19])[C:17]2[C:12](=[CH:13][CH:14]=[CH:15][CH:16]=2)[NH:11][C:10](=O)[CH2:9]1.[O-]S([O-])(=O)=O.[Na+].[Na+], predict the reaction product. The product is: [CH3:7][C:8]1([CH3:19])[C:17]2[C:12](=[CH:13][CH:14]=[CH:15][CH:16]=2)[NH:11][CH2:10][CH2:9]1. (4) Given the reactants Cl[C:2]1[N:7]=[C:6]([NH2:8])[CH:5]=[N:4][CH:3]=1.[CH3:9][C:10]1([CH3:17])[O:14][C@@H:13]([CH2:15][OH:16])[CH2:12][O:11]1, predict the reaction product. The product is: [CH3:9][C:10]1([CH3:17])[O:14][C@@H:13]([CH2:15][O:16][C:2]2[N:7]=[C:6]([NH2:8])[CH:5]=[N:4][CH:3]=2)[CH2:12][O:11]1. (5) Given the reactants [NH2:1][C:2]1[C:7]([O:8][CH2:9][CH:10]2[CH2:15][CH2:14][N:13]([C:16]([O:18][C:19]([CH3:22])([CH3:21])[CH3:20])=[O:17])[CH2:12][CH2:11]2)=[CH:6][C:5](B2OC(C)(C)C(C)(C)O2)=[CH:4][N:3]=1.I[C:33]1[N:37]([CH3:38])[N:36]=[N:35][CH:34]=1.C([O-])([O-])=O.[Cs+].[Cs+], predict the reaction product. The product is: [NH2:1][C:2]1[C:7]([O:8][CH2:9][CH:10]2[CH2:15][CH2:14][N:13]([C:16]([O:18][C:19]([CH3:22])([CH3:20])[CH3:21])=[O:17])[CH2:12][CH2:11]2)=[CH:6][C:5]([C:33]2[N:37]([CH3:38])[N:36]=[N:35][CH:34]=2)=[CH:4][N:3]=1. (6) Given the reactants [NH3:1].[N:2]([C:5]1[CH:10]=[CH:9][C:8]([C:11]2[O:15][N:14]=[C:13]([CH3:16])[CH:12]=2)=[C:7]([O:17][CH3:18])[CH:6]=1)=[C:3]=[S:4], predict the reaction product. The product is: [CH3:18][O:17][C:7]1[CH:6]=[C:5]([NH:2][C:3]([NH2:1])=[S:4])[CH:10]=[CH:9][C:8]=1[C:11]1[O:15][N:14]=[C:13]([CH3:16])[CH:12]=1. (7) Given the reactants [Br:1][C:2]1[CH:11]=[CH:10][C:5]2[N:6]=[C:7](Cl)[S:8][C:4]=2[CH:3]=1.[CH3:12][CH:13]([NH2:15])[CH3:14].C(N(CC)CC)C, predict the reaction product. The product is: [Br:1][C:2]1[CH:11]=[CH:10][C:5]2[N:6]=[C:7]([NH:15][CH:13]([CH3:14])[CH3:12])[S:8][C:4]=2[CH:3]=1. (8) Given the reactants C1COCC1.[CH3:6][O:7][C:8]1[CH:13]=[CH:12][C:11]([CH:14]2[CH2:19][NH:18][CH2:17][CH2:16][NH:15]2)=[CH:10][CH:9]=1.[C:20](O[C:20]([O:22][C:23]([CH3:26])([CH3:25])[CH3:24])=[O:21])([O:22][C:23]([CH3:26])([CH3:25])[CH3:24])=[O:21], predict the reaction product. The product is: [CH3:6][O:7][C:8]1[CH:9]=[CH:10][C:11]([CH:14]2[NH:15][CH2:16][CH2:17][N:18]([C:20]([O:22][C:23]([CH3:26])([CH3:25])[CH3:24])=[O:21])[CH2:19]2)=[CH:12][CH:13]=1.